This data is from Reaction yield outcomes from USPTO patents with 853,638 reactions. The task is: Predict the reaction yield, written as a fraction of the theoretical maximum amount of product (1.0 means a 100% yield; for example, 0.34 means a 34% yield). (1) The reactants are [CH:1]([N:4]1[C:8]([C:9]2[N:10]=[C:11]3[C:17]4[CH:18]=[CH:19][C:20]([CH:22]=[CH2:23])=[CH:21][C:16]=4[O:15][CH2:14][CH2:13][N:12]3[CH:24]=2)=[N:7][C:6]([CH3:25])=[N:5]1)([CH3:3])[CH3:2]. The catalyst is C(O)C. The product is [CH2:22]([C:20]1[CH:19]=[CH:18][C:17]2[C:11]3[N:12]([CH:24]=[C:9]([C:8]4[N:4]([CH:1]([CH3:2])[CH3:3])[N:5]=[C:6]([CH3:25])[N:7]=4)[N:10]=3)[CH2:13][CH2:14][O:15][C:16]=2[CH:21]=1)[CH3:23]. The yield is 0.629. (2) The reactants are [C:1]([CH:5]1[CH2:10][CH2:9][CH:8]([O:11][C:12]2[CH:13]=[C:14]3[C:19](=[CH:20][CH:21]=2)[CH:18]=[C:17]([CH:22]=O)[CH:16]=[CH:15]3)[CH2:7][CH2:6]1)([CH3:4])([CH3:3])[CH3:2].[NH2:24][CH2:25][C:26]([F:31])([F:30])[C:27]([OH:29])=[O:28].C(O)C.C([BH3-])#N.[Na+].C(O)(=O)CC(CC(O)=O)(C(O)=O)O. No catalyst specified. The product is [C:1]([C@H:5]1[CH2:10][CH2:9][C@H:8]([O:11][C:12]2[CH:13]=[C:14]3[C:19](=[CH:20][CH:21]=2)[CH:18]=[C:17]([CH2:22][NH:24][CH2:25][C:26]([F:31])([F:30])[C:27]([OH:29])=[O:28])[CH:16]=[CH:15]3)[CH2:7][CH2:6]1)([CH3:4])([CH3:3])[CH3:2]. The yield is 0.640. (3) The reactants are [CH3:1][O:2][C:3]([C:5]1[CH:10]=[C:9]([CH3:11])[N:8]=[C:7](Cl)[N:6]=1)=[O:4].[C:13]1([CH:19]2[CH2:24][CH2:23][NH:22][CH2:21][CH2:20]2)[CH:18]=[CH:17][CH:16]=[CH:15][CH:14]=1.C(=O)(O)[O-].[Na+]. The catalyst is ClCCl. The product is [CH3:1][O:2][C:3]([C:5]1[CH:10]=[C:9]([CH3:11])[N:8]=[C:7]([N:22]2[CH2:23][CH2:24][CH:19]([C:13]3[CH:18]=[CH:17][CH:16]=[CH:15][CH:14]=3)[CH2:20][CH2:21]2)[N:6]=1)=[O:4]. The yield is 0.630. (4) The reactants are C1(S([N:10]2[C:14]3=[N:15][CH:16]=[C:17]([O:19][CH2:20][CH2:21][N:22]([CH3:24])[CH3:23])[CH:18]=[C:13]3[CH:12]=[C:11]2[C:25]([C:32]2[CH:37]=[CH:36][C:35]([S:38]([CH3:41])(=[O:40])=[O:39])=[CH:34][CH:33]=2)=[CH:26][CH:27]2[CH2:31][CH2:30][CH2:29][CH2:28]2)(=O)=O)C=CC=CC=1.[F-].C([N+](CCCC)(CCCC)CCCC)CCC. The catalyst is O1CCCC1.C(OCC)(=O)C. The product is [CH:27]1([CH:26]=[C:25]([C:11]2[NH:10][C:14]3=[N:15][CH:16]=[C:17]([O:19][CH2:20][CH2:21][N:22]([CH3:23])[CH3:24])[CH:18]=[C:13]3[CH:12]=2)[C:32]2[CH:37]=[CH:36][C:35]([S:38]([CH3:41])(=[O:40])=[O:39])=[CH:34][CH:33]=2)[CH2:31][CH2:30][CH2:29][CH2:28]1. The yield is 0.750. (5) The reactants are [Cl:1][C:2]1[CH:3]=[C:4]([C:9](=O)[CH2:10][C:11](=O)[C:12]([F:15])([F:14])[F:13])[CH:5]=[CH:6][C:7]=1[F:8].[NH2:18][C:19]1[C:23]([C:24]2[CH:29]=[C:28]([CH3:30])[N:27]=[C:26]([CH3:31])[CH:25]=2)=[CH:22][NH:21][N:20]=1. No catalyst specified. The product is [Cl:1][C:2]1[CH:3]=[C:4]([C:9]2[CH:10]=[C:11]([C:12]([F:15])([F:14])[F:13])[N:20]3[N:21]=[CH:22][C:23]([C:24]4[CH:29]=[C:28]([CH3:30])[N:27]=[C:26]([CH3:31])[CH:25]=4)=[C:19]3[N:18]=2)[CH:5]=[CH:6][C:7]=1[F:8]. The yield is 0.460. (6) The reactants are [Cl:1][C:2]1[CH:26]=[CH:25][C:24]([Cl:27])=[CH:23][C:3]=1[O:4][C:5]1[C:10]([C:11]([N:13]2[C:22]3[C:17](=[CH:18][CH:19]=[CH:20][CH:21]=3)[NH:16][CH2:15][CH2:14]2)=[O:12])=[CH:9][CH:8]=[CH:7][N:6]=1.[CH3:28][CH:29]([CH3:32])[CH:30]=O.C([Sn](Cl)(Cl)CCCC)CCC.C1([SiH3])C=CC=CC=1. The catalyst is CN(C=O)C. The product is [Cl:1][C:2]1[CH:26]=[CH:25][C:24]([Cl:27])=[CH:23][C:3]=1[O:4][C:5]1[C:10]([C:11]([N:13]2[C:22]3[C:17](=[CH:18][CH:19]=[CH:20][CH:21]=3)[N:16]([CH2:28][CH:29]([CH3:32])[CH3:30])[CH2:15][CH2:14]2)=[O:12])=[CH:9][CH:8]=[CH:7][N:6]=1. The yield is 0.380. (7) The reactants are [S:1]1[CH:5]=[CH:4][C:3]([CH2:6][CH2:7][CH2:8][C:9]([OH:11])=O)=[CH:2]1.S(Cl)(Cl)=O. The catalyst is COCCOCCOC.N1C=CC=CC=1. The product is [S:1]1[C:2]2[C:9](=[O:11])[CH2:8][CH2:7][CH2:6][C:3]=2[CH:4]=[CH:5]1. The yield is 0.720. (8) The reactants are [C:1]([OH:9])(=[O:8])[C:2]1[CH:7]=[CH:6][CH:5]=[CH:4][CH:3]=1.[CH:10]([NH:13][CH:14]1[CH2:19][CH2:18][N:17]([CH2:20][C:21]2[CH:22]=[N:23][CH:24]=[CH:25][C:26]=2[O:27][CH3:28])[CH2:16][CH2:15]1)([CH3:12])[CH3:11]. The catalyst is C(OC)(C)(C)C. The product is [C:1]([OH:9])(=[O:8])[C:2]1[CH:7]=[CH:6][CH:5]=[CH:4][CH:3]=1.[CH:10]([NH:13][CH:14]1[CH2:15][CH2:16][N:17]([CH2:20][C:21]2[CH:22]=[N:23][CH:24]=[CH:25][C:26]=2[O:27][CH3:28])[CH2:18][CH2:19]1)([CH3:12])[CH3:11]. The yield is 0.820. (9) The reactants are II.Br[CH2:4][CH2:5]Br.Br[C:8]1[CH:13]=[CH:12][C:11]([C:14]2[CH:19]=[CH:18][CH:17]=[CH:16][CH:15]=2)=[CH:10][CH:9]=1.[P:20]([O-:27])(OCC)OCC.Cl. The catalyst is C1COCC1.[Mg].C1(C)C=CC=CC=1. The product is [C:8]1([C:5]2[CH:4]=[CH:16][CH:15]=[CH:14][CH:19]=2)[CH:13]=[CH:12][C:11]([PH:20](=[O:27])[C:8]2[CH:13]=[CH:12][C:11]([C:14]3[CH:19]=[CH:18][CH:17]=[CH:16][CH:15]=3)=[CH:10][CH:9]=2)=[CH:10][CH:9]=1. The yield is 0.658. (10) The reactants are [CH2:1]([O:8][C@@H:9]1[C@@H:21]([O:22][CH2:23][C:24]2[CH:29]=[CH:28][CH:27]=[CH:26][CH:25]=2)[C@H:20]([O:30][CH2:31][C:32]2[CH:37]=[CH:36][CH:35]=[CH:34][CH:33]=2)[C@@H:19]([CH2:38][OH:39])[O:18][C@H:10]1[S:11][C:12]1[CH:17]=[CH:16][CH:15]=[CH:14][CH:13]=1)[C:2]1[CH:7]=[CH:6][CH:5]=[CH:4][CH:3]=1.[Br:40][CH2:41][C:42](O)=[O:43].C1CCC(N=C=NC2CCCCC2)CC1. The catalyst is C(Cl)Cl.CN(C1C=CN=CC=1)C. The product is [CH2:1]([O:8][C@@H:9]1[C@@H:21]([O:22][CH2:23][C:24]2[CH:29]=[CH:28][CH:27]=[CH:26][CH:25]=2)[C@H:20]([O:30][CH2:31][C:32]2[CH:37]=[CH:36][CH:35]=[CH:34][CH:33]=2)[C@@H:19]([CH2:38][O:39][C:42](=[O:43])[CH2:41][Br:40])[O:18][C@H:10]1[S:11][C:12]1[CH:13]=[CH:14][CH:15]=[CH:16][CH:17]=1)[C:2]1[CH:7]=[CH:6][CH:5]=[CH:4][CH:3]=1. The yield is 0.890.